Dataset: Peptide-MHC class II binding affinity with 134,281 pairs from IEDB. Task: Regression. Given a peptide amino acid sequence and an MHC pseudo amino acid sequence, predict their binding affinity value. This is MHC class II binding data. (1) The peptide sequence is TPFSLAEGIVLASAA. The MHC is DRB1_0801 with pseudo-sequence DRB1_0801. The binding affinity (normalized) is 0.411. (2) The peptide sequence is MASRFMTDPHAMRDM. The MHC is HLA-DQA10102-DQB10602 with pseudo-sequence HLA-DQA10102-DQB10602. The binding affinity (normalized) is 0.121. (3) The MHC is HLA-DQA10102-DQB10602 with pseudo-sequence HLA-DQA10102-DQB10602. The binding affinity (normalized) is 0.103. The peptide sequence is SQWGWCGSTDEYCSP. (4) The peptide sequence is IKLASEQARKFEEPI. The MHC is DRB1_0101 with pseudo-sequence DRB1_0101. The binding affinity (normalized) is 0.556. (5) The peptide sequence is FLTGPLNFTGPCKGD. The MHC is DRB1_0901 with pseudo-sequence DRB1_0901. The binding affinity (normalized) is 0.0990. (6) The peptide sequence is WFINWYLPISQLFYN. The MHC is HLA-DPA10103-DPB10301 with pseudo-sequence HLA-DPA10103-DPB10301. The binding affinity (normalized) is 0.194. (7) The peptide sequence is KCLVISQVSNSDSYK. The MHC is DRB1_0701 with pseudo-sequence DRB1_0701. The binding affinity (normalized) is 0. (8) The peptide sequence is VSVSDFRDYQSYRQYRNY. The MHC is DRB1_0101 with pseudo-sequence DRB1_0101. The binding affinity (normalized) is 0.